The task is: Predict the reactants needed to synthesize the given product.. This data is from Full USPTO retrosynthesis dataset with 1.9M reactions from patents (1976-2016). (1) Given the product [CH3:21][O:20][C:2](=[O:1])[CH2:3][CH2:4][CH2:5][CH2:6][CH2:7][CH2:8][CH2:9]/[CH:10]=[CH:11]\[CH2:12][CH2:13][CH2:14][CH2:15][CH2:16][CH2:17][CH2:18][CH3:19], predict the reactants needed to synthesize it. The reactants are: [O:1]=[C:2]([O:20][CH2:21][CH:21]([O:20][C:2](=[O:1])[CH2:3][CH2:4][CH2:5][CH2:6][CH2:7][CH2:8][CH2:9]/[CH:10]=[CH:11]\[CH2:12][CH2:13][CH2:14][CH2:15][CH2:16][CH2:17][CH2:18][CH3:19])[CH2:21][O:20][C:2](=[O:1])[CH2:3][CH2:4][CH2:5][CH2:6][CH2:7][CH2:8][CH2:9]/[CH:10]=[CH:11]\[CH2:12][CH2:13][CH2:14][CH2:15][CH2:16][CH2:17][CH2:18][CH3:19])[CH2:3][CH2:4][CH2:5][CH2:6][CH2:7][CH2:8][CH2:9]/[CH:10]=[CH:11]\[CH2:12][CH2:13][CH2:14][CH2:15][CH2:16][CH2:17][CH2:18][CH3:19].CO. (2) The reactants are: [CH3:1][O:2][C:3]1[CH:8]=[CH:7][C:6]([C:9]2[CH:17]=[CH:16][CH:15]=[C:14]3[C:10]=2[CH:11]=[C:12]([C:18](O)=[O:19])[NH:13]3)=[CH:5][CH:4]=1.Cl.Cl.Cl.[NH2:24][CH:25]1[CH2:30][CH2:29][N:28]([CH2:31][C@@H:32]([N:34]2[CH2:39][CH2:38][CH:37]([OH:40])[CH2:36][CH2:35]2)[CH3:33])[CH2:27][CH2:26]1. Given the product [OH:40][CH:37]1[CH2:36][CH2:35][N:34]([C@@H:32]([CH3:33])[CH2:31][N:28]2[CH2:27][CH2:26][CH:25]([NH:24][C:18]([C:12]3[NH:13][C:14]4[C:10]([CH:11]=3)=[C:9]([C:6]3[CH:5]=[CH:4][C:3]([O:2][CH3:1])=[CH:8][CH:7]=3)[CH:17]=[CH:16][CH:15]=4)=[O:19])[CH2:30][CH2:29]2)[CH2:39][CH2:38]1, predict the reactants needed to synthesize it. (3) The reactants are: [Cl:1][C:2]1[C:10]([O:11][CH3:12])=[C:9]([O:13][CH3:14])[CH:8]=[CH:7][C:3]=1[C:4](Cl)=[O:5].[CH3:15][O:16][C:17]1[CH:22]=[CH:21][CH:20]=[CH:19][C:18]=1[CH2:23][N:24]1[C:28]2[CH:29]=[CH:30][CH:31]=[CH:32][C:27]=2[N:26]=[C:25]1[CH2:33][NH:34][CH2:35][CH2:36][CH:37]([CH3:39])[CH3:38]. Given the product [Cl:1][C:2]1[C:10]([O:11][CH3:12])=[C:9]([O:13][CH3:14])[CH:8]=[CH:7][C:3]=1[C:4]([N:34]([CH2:33][C:25]1[N:24]([CH2:23][C:18]2[CH:19]=[CH:20][CH:21]=[CH:22][C:17]=2[O:16][CH3:15])[C:28]2[CH:29]=[CH:30][CH:31]=[CH:32][C:27]=2[N:26]=1)[CH2:35][CH2:36][CH:37]([CH3:39])[CH3:38])=[O:5], predict the reactants needed to synthesize it. (4) Given the product [Br:1][CH2:18][CH2:17][CH2:16][CH2:15][CH:12]1[CH2:13][CH2:14][O:9][CH2:10][CH2:11]1, predict the reactants needed to synthesize it. The reactants are: [Br:1]CC[C@H]1CCOC1.[O:9]1[CH2:14][CH2:13][CH:12]([CH2:15][CH2:16][CH2:17][CH2:18]O)[CH2:11][CH2:10]1. (5) Given the product [C:25]([C:29]1[S:36][C:35]2[C:34](=[O:37])[N:33]([C:38]3[CH:43]=[CH:42][CH:41]=[C:40]([C:2]4[N:7]=[C:6]([NH:8][C:9]5[CH:14]=[CH:13][C:12]([CH:15]6[C:20](=[O:21])[NH:19][CH2:18][CH2:17][N:16]6[CH3:22])=[CH:11][CH:10]=5)[C:5](=[O:23])[N:4]([CH3:24])[CH:3]=4)[C:39]=3[CH3:53])[CH2:32][C:31]=2[CH:30]=1)([CH3:28])([CH3:26])[CH3:27], predict the reactants needed to synthesize it. The reactants are: Br[C:2]1[N:7]=[C:6]([NH:8][C:9]2[CH:14]=[CH:13][C:12]([CH:15]3[C:20](=[O:21])[NH:19][CH2:18][CH2:17][N:16]3[CH3:22])=[CH:11][CH:10]=2)[C:5](=[O:23])[N:4]([CH3:24])[CH:3]=1.[C:25]([C:29]1[S:36][C:35]2[C:34](=[O:37])[N:33]([C:38]3[CH:43]=[CH:42][CH:41]=[C:40](B4OC(C)(C)C(C)(C)O4)[C:39]=3[CH3:53])[CH2:32][C:31]=2[CH:30]=1)([CH3:28])([CH3:27])[CH3:26].C(=O)([O-])[O-].[Na+].[Na+].